This data is from Reaction yield outcomes from USPTO patents with 853,638 reactions. The task is: Predict the reaction yield, written as a fraction of the theoretical maximum amount of product (1.0 means a 100% yield; for example, 0.34 means a 34% yield). (1) The reactants are C(O[C:6](=O)[N:7]([CH2:9][CH:10]([NH:18][C:19]1[C:28]2[C:23](=[C:24]([C:37](=[O:39])[NH2:38])[CH:25]=[C:26]([O:29][CH2:30][C:31]3[CH:36]=[CH:35][CH:34]=[CH:33][CH:32]=3)[CH:27]=2)[N:22]=[CH:21][N:20]=1)[C:11]1[CH:16]=[CH:15][CH:14]=[C:13]([Cl:17])[CH:12]=1)C)(C)(C)C.C1COCC1.Cl. The catalyst is O1CCOCC1. The product is [CH2:30]([O:29][C:26]1[CH:27]=[C:28]2[C:23](=[C:24]([C:37]([NH2:38])=[O:39])[CH:25]=1)[N:22]=[CH:21][N:20]=[C:19]2[NH:18][CH:10]([C:11]1[CH:16]=[CH:15][CH:14]=[C:13]([Cl:17])[CH:12]=1)[CH2:9][NH:7][CH3:6])[C:31]1[CH:32]=[CH:33][CH:34]=[CH:35][CH:36]=1. The yield is 0.970. (2) The reactants are C([O:4][CH2:5][C:6]1[N:7]([CH2:15][C:16]2[S:17][C:18]([C:21]([F:24])([F:23])[F:22])=[CH:19][CH:20]=2)[C:8](=[O:14])[N:9]=[C:10](SC)[N:11]=1)(=O)C.[F:25][C:26]1[CH:31]=[CH:30][C:29]([N:32]2[CH2:37][CH2:36][NH:35][CH2:34][CH2:33]2)=[CH:28][CH:27]=1. No catalyst specified. The product is [F:25][C:26]1[CH:27]=[CH:28][C:29]([N:32]2[CH2:37][CH2:36][N:35]([C:10]3[N:11]=[C:6]([CH2:5][OH:4])[N:7]([CH2:15][C:16]4[S:17][C:18]([C:21]([F:22])([F:23])[F:24])=[CH:19][CH:20]=4)[C:8](=[O:14])[N:9]=3)[CH2:34][CH2:33]2)=[CH:30][CH:31]=1. The yield is 0.150.